From a dataset of Reaction yield outcomes from USPTO patents with 853,638 reactions. Predict the reaction yield, written as a fraction of the theoretical maximum amount of product (1.0 means a 100% yield; for example, 0.34 means a 34% yield). (1) The reactants are [F:1][CH2:2][CH2:3][N:4]1[CH2:9][CH2:8][N:7]([CH2:10][CH2:11][CH2:12][OH:13])[CH2:6][CH2:5]1.C1(P(C2C=CC=CC=2)C2C=CC=CC=2)C=CC=CC=1.[F:33][C:34]1[C:42]([O:43][C:44]2[C:53]3[C:48](=[CH:49][C:50](O)=[C:51]([O:54][CH3:55])[CH:52]=3)[N:47]=[CH:46][N:45]=2)=[CH:41][CH:40]=[C:39]2[C:35]=1[CH:36]=[C:37]([CH3:57])[NH:38]2. The catalyst is ClCCl. The product is [F:1][CH2:2][CH2:3][N:4]1[CH2:9][CH2:8][N:7]([CH2:10][CH2:11][CH2:12][O:13][C:50]2[CH:49]=[C:48]3[C:53]([C:44]([O:43][C:42]4[C:34]([F:33])=[C:35]5[C:39](=[CH:40][CH:41]=4)[NH:38][C:37]([CH3:57])=[CH:36]5)=[N:45][CH:46]=[N:47]3)=[CH:52][C:51]=2[O:54][CH3:55])[CH2:6][CH2:5]1. The yield is 0.830. (2) The yield is 0.760. The catalyst is O1CCCC1. The reactants are [CH2:1]([O:3][CH:4]([C:11]1[CH:16]=[CH:15][C:14]([OH:17])=[CH:13][CH:12]=1)[CH2:5][C:6]([O:8][CH2:9][CH3:10])=[O:7])[CH3:2].[CH3:18][N:19]([CH3:28])[C:20]1[CH:21]=[C:22]([CH2:26]O)[CH:23]=[CH:24][CH:25]=1.C1(P(C2C=CC=CC=2)C2C=CC=CC=2)C=CC=CC=1.C1(C)C=CC=CC=1.N(C(OCC)=O)=NC(OCC)=O. The product is [CH3:18][N:19]([CH3:28])[C:20]1[CH:21]=[C:22]([CH:23]=[CH:24][CH:25]=1)[CH2:26][O:17][C:14]1[CH:13]=[CH:12][C:11]([CH:4]([O:3][CH2:1][CH3:2])[CH2:5][C:6]([O:8][CH2:9][CH3:10])=[O:7])=[CH:16][CH:15]=1. (3) The reactants are [C:1]([O:5][C:6]([NH:8][C:9]1[CH:10]=[C:11]([CH:15]=[CH:16][CH:17]=1)[C:12]([OH:14])=O)=[O:7])([CH3:4])([CH3:3])[CH3:2].CCN=C=NCCCN(C)C.C1C=CC2N(O)N=NC=2C=1.CCN(CC)CC.[NH2:46][CH2:47][CH:48]([OH:60])[CH2:49][N:50]1[CH2:59][CH2:58][C:57]2[C:52](=[CH:53][CH:54]=[CH:55][CH:56]=2)[CH2:51]1. The catalyst is C(Cl)Cl. The product is [CH2:51]1[C:52]2[C:57](=[CH:56][CH:55]=[CH:54][CH:53]=2)[CH2:58][CH2:59][N:50]1[CH2:49][CH:48]([OH:60])[CH2:47][NH:46][C:12]([C:11]1[CH:10]=[C:9]([NH:8][C:6](=[O:7])[O:5][C:1]([CH3:2])([CH3:3])[CH3:4])[CH:17]=[CH:16][CH:15]=1)=[O:14]. The yield is 0.710. (4) The reactants are C([O:5][C:6](=[O:30])[CH2:7][O:8][C:9]1[CH:14]=[CH:13][C:12]([C:15]2[N:16]([CH2:28][CH3:29])[C:17]3[C:22]([C:23]=2[C:24]#[N:25])=[CH:21][CH:20]=[C:19]([O:26][CH3:27])[CH:18]=3)=[CH:11][CH:10]=1)(C)(C)C. The catalyst is C(O)(C(F)(F)F)=O.C(Cl)Cl. The product is [C:24]([C:23]1[C:22]2[C:17](=[CH:18][C:19]([O:26][CH3:27])=[CH:20][CH:21]=2)[N:16]([CH2:28][CH3:29])[C:15]=1[C:12]1[CH:13]=[CH:14][C:9]([O:8][CH2:7][C:6]([OH:30])=[O:5])=[CH:10][CH:11]=1)#[N:25]. The yield is 0.990. (5) The reactants are CCCC[N+](CCCC)(CCCC)CCCC.[F-].[Si]([O:36][CH2:37][CH2:38][CH2:39][N:40]1[C:44]2=[N:45][CH:46]=[CH:47][CH:48]=[C:43]2[C:42]([C:49]2[C:50](=[O:68])[NH:51][C:52](=[O:67])[C:53]=2[C:54]2[C:59]3[O:60][C:61]4[CH:66]=[CH:65][CH:64]=[CH:63][C:62]=4[C:58]=3[CH:57]=[CH:56][CH:55]=2)=[CH:41]1)(C(C)(C)C)(C1C=CC=CC=1)C1C=CC=CC=1. The catalyst is C1COCC1. The product is [CH:57]1[C:58]2[C:62]3[CH:63]=[CH:64][CH:65]=[CH:66][C:61]=3[O:60][C:59]=2[C:54]([C:53]2[C:52](=[O:67])[NH:51][C:50](=[O:68])[C:49]=2[C:42]2[C:43]3[C:44](=[N:45][CH:46]=[CH:47][CH:48]=3)[N:40]([CH2:39][CH2:38][CH2:37][OH:36])[CH:41]=2)=[CH:55][CH:56]=1. The yield is 0.710. (6) The reactants are [F:1][C:2]([F:19])([F:18])[C:3]1[CH:4]=[C:5]([PH:13](=[O:17])[O:14][CH2:15][CH3:16])[CH:6]=[C:7]([C:9]([F:12])([F:11])[F:10])[CH:8]=1.Br[C:21]1[CH:26]=[CH:25][C:24]([O:27][CH:28]([CH3:30])[CH3:29])=[C:23]([CH:31]=[CH2:32])[CH:22]=1.C(N(CC)CC)C. The catalyst is CN(C=O)C.C1C=CC(/C=C/C(/C=C/C2C=CC=CC=2)=O)=CC=1.C1C=CC(/C=C/C(/C=C/C2C=CC=CC=2)=O)=CC=1.C1C=CC(/C=C/C(/C=C/C2C=CC=CC=2)=O)=CC=1.[Pd].[Pd]. The product is [F:10][C:9]([F:12])([F:11])[C:7]1[CH:6]=[C:5]([P:13]([C:21]2[CH:26]=[CH:25][C:24]([O:27][CH:28]([CH3:29])[CH3:30])=[C:23]([CH:31]=[CH2:32])[CH:22]=2)(=[O:17])[O:14][CH2:15][CH3:16])[CH:4]=[C:3]([C:2]([F:1])([F:18])[F:19])[CH:8]=1. The yield is 0.0280. (7) The reactants are [CH2:1]([O:8][C:9]1[CH:18]=[C:17]2[C:12]([C:13](Cl)=[N:14][CH:15]=[N:16]2)=[CH:11][C:10]=1[O:20][CH3:21])[C:2]1[CH:7]=[CH:6][CH:5]=[CH:4][CH:3]=1.C(=O)([O-])[O-].[K+].[K+].[OH:28][C:29]1[CH:30]=[C:31]2[C:35](=[CH:36][CH:37]=1)[NH:34][CH:33]=[C:32]2[CH3:38]. The catalyst is CC(N(C)C)=O. The product is [CH2:1]([O:8][C:9]1[CH:18]=[C:17]2[C:12]([C:13]([O:28][C:29]3[CH:30]=[C:31]4[C:35](=[CH:36][CH:37]=3)[NH:34][CH:33]=[C:32]4[CH3:38])=[N:14][CH:15]=[N:16]2)=[CH:11][C:10]=1[O:20][CH3:21])[C:2]1[CH:7]=[CH:6][CH:5]=[CH:4][CH:3]=1. The yield is 0.730. (8) The reactants are C(N(CC)CC)C.[NH2:8][CH2:9][C:10]([C:13]1[CH:18]=[CH:17][C:16]([NH:19][C:20](=[O:31])[C:21]2[CH:26]=[CH:25][C:24]([O:27][CH3:28])=[C:23]([O:29][CH3:30])[CH:22]=2)=[CH:15][CH:14]=1)([CH3:12])[CH3:11].[C:32](Cl)(=[O:34])[CH3:33]. The catalyst is C(Cl)Cl. The product is [C:32]([NH:8][CH2:9][C:10]([C:13]1[CH:14]=[CH:15][C:16]([NH:19][C:20](=[O:31])[C:21]2[CH:26]=[CH:25][C:24]([O:27][CH3:28])=[C:23]([O:29][CH3:30])[CH:22]=2)=[CH:17][CH:18]=1)([CH3:12])[CH3:11])(=[O:34])[CH3:33]. The yield is 0.510. (9) The reactants are Cl[C:2]1[C:9]([O:10][CH2:11][O:12][CH3:13])=[CH:8][C:5]([C:6]#[N:7])=[CH:4][N:3]=1.[B:14]1([OH:24])[C:18]2[CH:19]=[CH:20][C:21]([OH:23])=[CH:22][C:17]=2[CH2:16][O:15]1.C(=O)([O-])[O-].[Cs+].[Cs+]. The catalyst is CN(C=O)C. The product is [OH:24][B:14]1[C:18]2[CH:19]=[CH:20][C:21]([O:23][C:2]3[C:9]([O:10][CH2:11][O:12][CH3:13])=[CH:8][C:5]([C:6]#[N:7])=[CH:4][N:3]=3)=[CH:22][C:17]=2[CH2:16][O:15]1. The yield is 0.400.